The task is: Predict the reaction yield, written as a fraction of the theoretical maximum amount of product (1.0 means a 100% yield; for example, 0.34 means a 34% yield).. This data is from Reaction yield outcomes from USPTO patents with 853,638 reactions. (1) The reactants are [CH3:1][N:2]1[CH2:7][CH2:6][NH:5][CH2:4][CH2:3]1.Br[CH2:9][CH2:10][CH2:11][N:12]1[C:16](=[O:17])[C:15]2=[CH:18][CH:19]=[CH:20][CH:21]=[C:14]2[C:13]1=[O:22].C(=O)([O-])[O-].[K+].[K+]. The catalyst is CN(C=O)C. The product is [CH3:1][N:2]1[CH2:7][CH2:6][N:5]([CH2:9][CH2:10][CH2:11][N:12]2[C:16](=[O:17])[C:15]3[C:14](=[CH:21][CH:20]=[CH:19][CH:18]=3)[C:13]2=[O:22])[CH2:4][CH2:3]1. The yield is 0.700. (2) The reactants are C([Li])CCC.C[Si]([C:10]([Si](C)(C)C)([C:14]([O-:16])=O)[C:11]([O-:13])=[O:12])(C)C.[CH3:21][O:22][C:23]1[CH:24]=[C:25]([CH:29]=[C:30]([O:34][CH3:35])[C:31]=1[O:32][CH3:33])C(Cl)=O.C(=O)(O)[O-].[Na+].S(=O)(=O)(O)O. The catalyst is C1CCCCC1.CCOCC. The product is [O:16]=[C:14]([C:25]1[CH:29]=[C:30]([O:34][CH3:35])[C:31]([O:32][CH3:33])=[C:23]([O:22][CH3:21])[CH:24]=1)[CH2:10][C:11]([OH:13])=[O:12]. The yield is 0.716. (3) The reactants are [NH:1]1[C:9]2[C:4](=[CH:5][CH:6]=[CH:7][CH:8]=2)[CH:3]=[CH:2]1.O=[C:11]1[CH2:16][CH2:15][N:14]([C:17]([O:19][C:20]([CH3:23])([CH3:22])[CH3:21])=[O:18])[CH2:13][CH2:12]1.[OH-].[K+]. The catalyst is CO. The product is [NH:1]1[C:9]2[C:4](=[CH:5][CH:6]=[CH:7][CH:8]=2)[C:3]([C:11]2[CH2:16][CH2:15][N:14]([C:17]([O:19][C:20]([CH3:23])([CH3:22])[CH3:21])=[O:18])[CH2:13][CH:12]=2)=[CH:2]1. The yield is 0.360. (4) The reactants are [F:1][CH:2]([F:40])[O:3][C:4]1[CH:9]=[CH:8][CH:7]=[CH:6][C:5]=1[CH2:10][C:11]1[N:15]2[CH:16]=[C:17]([C:21]3[CH:22]=[N:23][C:24]([C:27]4([OH:38])[CH2:30][N:29]([C:31]([O:33]C(C)(C)C)=[O:32])[CH2:28]4)=[N:25][CH:26]=3)[C:18]([F:20])=[CH:19][C:14]2=[N:13][C:12]=1[CH3:39].Cl. The catalyst is O1CCOCC1. The product is [CH:31]([OH:33])=[O:32].[F:40][CH:2]([F:1])[O:3][C:4]1[CH:9]=[CH:8][CH:7]=[CH:6][C:5]=1[CH2:10][C:11]1[N:15]2[CH:16]=[C:17]([C:21]3[CH:22]=[N:23][C:24]([C:27]4([OH:38])[CH2:30][NH:29][CH2:28]4)=[N:25][CH:26]=3)[C:18]([F:20])=[CH:19][C:14]2=[N:13][C:12]=1[CH3:39]. The yield is 0.125. (5) The reactants are Cl.[C:2]1([NH:8]N)[CH:7]=[CH:6][CH:5]=[CH:4][CH:3]=1.[C:10]([CH:13]([CH3:22])[CH2:14][CH2:15][CH2:16][CH2:17][CH2:18][C:19]([OH:21])=[O:20])(=O)[CH3:11]. The catalyst is C(O)(=O)C. The product is [CH3:11][C:10]1[C:13]([CH2:14][CH2:15][CH2:16][CH2:17][CH2:18][C:19]([OH:21])=[O:20])([CH3:22])[C:7]2[C:2](=[CH:3][CH:4]=[CH:5][CH:6]=2)[N:8]=1. The yield is 0.610. (6) The reactants are [NH2:1][C:2]1[CH:24]=[CH:23][C:5]([CH2:6][C:7]2[N:17]([CH2:18][C:19]([CH3:22])([CH3:21])[CH3:20])[C:10]3[N:11]=[C:12]([C:15]#[N:16])[N:13]=[CH:14][C:9]=3[CH:8]=2)=[CH:4][CH:3]=1.C(N(CC)CC)C.[C:32](Cl)(=[O:34])[CH3:33]. The catalyst is C(Cl)Cl. The product is [C:15]([C:12]1[N:13]=[CH:14][C:9]2[CH:8]=[C:7]([CH2:6][C:5]3[CH:4]=[CH:3][C:2]([NH:1][C:32](=[O:34])[CH3:33])=[CH:24][CH:23]=3)[N:17]([CH2:18][C:19]([CH3:21])([CH3:20])[CH3:22])[C:10]=2[N:11]=1)#[N:16]. The yield is 0.840. (7) The reactants are [OH-].[Na+].[CH2:3]([O:14][C:15]1[CH:16]=[C:17]([CH:22]=[CH:23][CH:24]=1)[C:18]([O:20]C)=[O:19])[CH2:4][CH2:5][CH2:6][CH2:7][CH2:8][CH2:9][CH2:10][CH2:11][CH2:12][CH3:13]. The catalyst is CO. The product is [CH2:3]([O:14][C:15]1[CH:16]=[C:17]([CH:22]=[CH:23][CH:24]=1)[C:18]([OH:20])=[O:19])[CH2:4][CH2:5][CH2:6][CH2:7][CH2:8][CH2:9][CH2:10][CH2:11][CH2:12][CH3:13]. The yield is 0.990.